From a dataset of Forward reaction prediction with 1.9M reactions from USPTO patents (1976-2016). Predict the product of the given reaction. (1) The product is: [ClH:1].[C:2](=[O:3])([O:4][C:5]1[CH:6]=[CH:7][C:8]([N+:11]([O-:13])=[O:12])=[CH:9][CH:10]=1)[O:22][CH2:21][CH:18]1[CH2:19][CH2:20][N:15]([CH3:14])[CH2:16][CH2:17]1. Given the reactants [Cl:1][C:2]([O:4][C:5]1[CH:10]=[CH:9][C:8]([N+:11]([O-:13])=[O:12])=[CH:7][CH:6]=1)=[O:3].[CH3:14][N:15]1[CH2:20][CH2:19][CH:18]([CH2:21][OH:22])[CH2:17][CH2:16]1, predict the reaction product. (2) Given the reactants [CH3:1][O:2][C:3](=[O:13])[CH2:4][C:5]1[CH:10]=[CH:9][C:8](Cl)=[CH:7][C:6]=1[F:12].C1(P(C2CCCCC2)C2C=CC=CC=2C2C(OC)=CC=CC=2OC)CCCCC1.P([O-])([O-])([O-])=O.[K+].[K+].[K+].[CH2:51]([C:53]([C:72]1[CH:77]=[CH:76][C:75](/[CH:78]=[CH:79]/[C:80]2([OH:85])[CH2:84][CH2:83][CH2:82][CH2:81]2)=[C:74]([CH3:86])[CH:73]=1)([C:56]1[CH:61]=[CH:60][C:59](B2OC(C)(C)C(C)(C)O2)=[C:58]([CH3:71])[CH:57]=1)[CH2:54][CH3:55])[CH3:52].C(=O)(O)[O-].[Na+], predict the reaction product. The product is: [CH3:1][O:2][C:3](=[O:13])[CH2:4][C:5]1[CH:10]=[CH:9][C:8]([C:59]2[CH:60]=[CH:61][C:56]([C:53]([CH2:54][CH3:55])([C:72]3[CH:77]=[CH:76][C:75](/[CH:78]=[CH:79]/[C:80]4([OH:85])[CH2:81][CH2:82][CH2:83][CH2:84]4)=[C:74]([CH3:86])[CH:73]=3)[CH2:51][CH3:52])=[CH:57][C:58]=2[CH3:71])=[CH:7][C:6]=1[F:12]. (3) Given the reactants [O:1]=[C:2]1[C:14]2[NH:13][C:12]3[CH:11]=[CH:10][C:9]([C:15]([OH:17])=O)=[CH:8][C:7]=3[C:6]=2[CH2:5][CH2:4][CH2:3]1.[N:18]1[C:27]2[C:22](=[CH:23][CH:24]=[CH:25][CH:26]=2)[CH:21]=[C:20]([NH2:28])[CH:19]=1, predict the reaction product. The product is: [N:18]1[C:27]2[C:22](=[CH:23][CH:24]=[CH:25][CH:26]=2)[CH:21]=[C:20]([NH:28][C:15]([C:9]2[CH:10]=[CH:11][C:12]3[NH:13][C:14]4[C:2](=[O:1])[CH2:3][CH2:4][CH2:5][C:6]=4[C:7]=3[CH:8]=2)=[O:17])[CH:19]=1. (4) Given the reactants CC(C)([O-])C.[K+].[N+]([O-])(O)=O.[CH3:11][C:12]1[CH:16]=[C:15]([CH3:17])[N:14]([C:18](=[NH:20])[NH2:19])[N:13]=1.[N:21]([CH2:24][CH2:25][NH:26][C:27](=[O:33])[O:28][C:29]([CH3:32])([CH3:31])[CH3:30])=[C:22]=[S:23], predict the reaction product. The product is: [CH3:11][C:12]1[CH:16]=[C:15]([CH3:17])[N:14]([C:18]([NH:19][C:22]([NH:21][CH2:24][CH2:25][NH:26][C:27](=[O:33])[O:28][C:29]([CH3:31])([CH3:30])[CH3:32])=[S:23])=[NH:20])[N:13]=1. (5) Given the reactants P([O-])([O-])([O-])=O.[K+].[K+].[K+].[F:9][C:10]1[CH:15]=[CH:14][C:13](B(O)O)=[CH:12][CH:11]=1.C1(P(C2CCCCC2)C2CCCCC2)CCCCC1.FC(F)(F)S(O[C:44]1[CH:49]=[CH:48][C:47]([CH:50]=[O:51])=[CH:46][C:45]=1[CH2:52][CH:53]=[CH2:54])(=O)=O.[H][H], predict the reaction product. The product is: [F:9][C:10]1[CH:15]=[CH:14][C:13]([C:44]2[CH:49]=[CH:48][C:47]([CH2:50][OH:51])=[CH:46][C:45]=2[CH2:52][CH2:53][CH3:54])=[CH:12][CH:11]=1.